Dataset: NCI-60 drug combinations with 297,098 pairs across 59 cell lines. Task: Regression. Given two drug SMILES strings and cell line genomic features, predict the synergy score measuring deviation from expected non-interaction effect. (1) Drug 1: CCC1=CC2CC(C3=C(CN(C2)C1)C4=CC=CC=C4N3)(C5=C(C=C6C(=C5)C78CCN9C7C(C=CC9)(C(C(C8N6C)(C(=O)OC)O)OC(=O)C)CC)OC)C(=O)OC.C(C(C(=O)O)O)(C(=O)O)O. Drug 2: B(C(CC(C)C)NC(=O)C(CC1=CC=CC=C1)NC(=O)C2=NC=CN=C2)(O)O. Cell line: HS 578T. Synergy scores: CSS=51.8, Synergy_ZIP=0.498, Synergy_Bliss=-1.07, Synergy_Loewe=-0.938, Synergy_HSA=-1.64. (2) Drug 1: CC1=CC2C(CCC3(C2CCC3(C(=O)C)OC(=O)C)C)C4(C1=CC(=O)CC4)C. Drug 2: CC1C(C(=O)NC(C(=O)N2CCCC2C(=O)N(CC(=O)N(C(C(=O)O1)C(C)C)C)C)C(C)C)NC(=O)C3=C4C(=C(C=C3)C)OC5=C(C(=O)C(=C(C5=N4)C(=O)NC6C(OC(=O)C(N(C(=O)CN(C(=O)C7CCCN7C(=O)C(NC6=O)C(C)C)C)C)C(C)C)C)N)C. Cell line: HOP-92. Synergy scores: CSS=0.995, Synergy_ZIP=15.9, Synergy_Bliss=20.3, Synergy_Loewe=12.3, Synergy_HSA=11.6. (3) Cell line: IGROV1. Synergy scores: CSS=50.3, Synergy_ZIP=4.37, Synergy_Bliss=5.95, Synergy_Loewe=4.51, Synergy_HSA=6.49. Drug 2: CC1C(C(CC(O1)OC2CC(OC(C2O)C)OC3=CC4=CC5=C(C(=O)C(C(C5)C(C(=O)C(C(C)O)O)OC)OC6CC(C(C(O6)C)O)OC7CC(C(C(O7)C)O)OC8CC(C(C(O8)C)O)(C)O)C(=C4C(=C3C)O)O)O)O. Drug 1: COC1=C(C=C2C(=C1)N=CN=C2NC3=CC(=C(C=C3)F)Cl)OCCCN4CCOCC4. (4) Drug 1: CC=C1C(=O)NC(C(=O)OC2CC(=O)NC(C(=O)NC(CSSCCC=C2)C(=O)N1)C(C)C)C(C)C. Drug 2: C1=NC(=NC(=O)N1C2C(C(C(O2)CO)O)O)N. Cell line: OVCAR3. Synergy scores: CSS=40.2, Synergy_ZIP=-4.31, Synergy_Bliss=-2.91, Synergy_Loewe=-4.56, Synergy_HSA=-2.09. (5) Drug 2: C1C(C(OC1N2C=NC(=NC2=O)N)CO)O. Drug 1: CN(C)C1=NC(=NC(=N1)N(C)C)N(C)C. Synergy scores: CSS=-2.47, Synergy_ZIP=-0.374, Synergy_Bliss=-0.892, Synergy_Loewe=-15.3, Synergy_HSA=-3.67. Cell line: 786-0. (6) Drug 1: CCC1=C2CN3C(=CC4=C(C3=O)COC(=O)C4(CC)O)C2=NC5=C1C=C(C=C5)O. Drug 2: CCN(CC)CCNC(=O)C1=C(NC(=C1C)C=C2C3=C(C=CC(=C3)F)NC2=O)C. Cell line: SN12C. Synergy scores: CSS=11.4, Synergy_ZIP=-4.21, Synergy_Bliss=-7.86, Synergy_Loewe=-6.68, Synergy_HSA=-6.40. (7) Drug 1: CCCCC(=O)OCC(=O)C1(CC(C2=C(C1)C(=C3C(=C2O)C(=O)C4=C(C3=O)C=CC=C4OC)O)OC5CC(C(C(O5)C)O)NC(=O)C(F)(F)F)O. Drug 2: CCCCCOC(=O)NC1=NC(=O)N(C=C1F)C2C(C(C(O2)C)O)O. Cell line: OVCAR-4. Synergy scores: CSS=10.1, Synergy_ZIP=-5.07, Synergy_Bliss=-1.19, Synergy_Loewe=-9.73, Synergy_HSA=-0.727.